This data is from Full USPTO retrosynthesis dataset with 1.9M reactions from patents (1976-2016). The task is: Predict the reactants needed to synthesize the given product. (1) Given the product [NH2:7][C@@H:8]1[CH2:9][CH2:10][C@H:11]([O:14][C:15]2[CH:16]=[C:17]3[C:22](=[CH:23][CH:24]=2)[C:21](=[O:25])[NH:20][CH:19]=[CH:18]3)[CH2:12][CH2:13]1, predict the reactants needed to synthesize it. The reactants are: C(OC(=O)[NH:7][C@H:8]1[CH2:13][CH2:12][C@@H:11]([O:14][C:15]2[CH:16]=[C:17]3[C:22](=[CH:23][CH:24]=2)[C:21]([O:25]CC2C=CC=CC=2)=[N:20][CH:19]=[CH:18]3)[CH2:10][CH2:9]1)(C)(C)C. (2) Given the product [CH3:3][C:2]([NH:20][CH:39]1[C:40]2[N:31]=[CH:32][CH:33]=[CH:34][C:35]=2[CH2:36][CH2:37][CH2:38]1)([C:4]1[NH:8][C:7]2[CH:9]=[CH:10][CH:11]=[C:12]([N:13]3[CH2:18][CH2:17][N:16]([CH3:19])[CH2:15][CH2:14]3)[C:6]=2[N:5]=1)[CH3:1], predict the reactants needed to synthesize it. The reactants are: [CH3:1][C:2]([NH:20]C(=O)OCC1C=CC=CC=1)([C:4]1[NH:8][C:7]2[CH:9]=[CH:10][CH:11]=[C:12]([N:13]3[CH2:18][CH2:17][N:16]([CH3:19])[CH2:15][CH2:14]3)[C:6]=2[N:5]=1)[CH3:3].[N:31]1[C:40]2[C:39](=O)[CH2:38][CH2:37][CH2:36][C:35]=2[CH:34]=[CH:33][CH:32]=1. (3) Given the product [CH2:21]([CH:20]([C:19]1[C:14]2[N:15]([C:11]([C:4]3[S:3][C:2]([N:34]([CH3:35])[CH3:33])=[N:6][C:5]=3[C:7]([F:10])([F:9])[F:8])=[C:12]([CH3:26])[N:13]=2)[N:16]=[C:17]([CH3:25])[CH:18]=1)[CH2:23][CH3:24])[CH3:22], predict the reactants needed to synthesize it. The reactants are: Br[C:2]1[S:3][C:4]([C:11]2[N:15]3[N:16]=[C:17]([CH3:25])[CH:18]=[C:19]([CH:20]([CH2:23][CH3:24])[CH2:21][CH3:22])[C:14]3=[N:13][C:12]=2[CH3:26])=[C:5]([C:7]([F:10])([F:9])[F:8])[N:6]=1.C(=O)([O-])[O-].[Cs+].[Cs+].[CH3:33][NH:34][CH3:35]. (4) Given the product [C:23]1([C:31]2[CH:32]=[CH:33][CH:34]=[CH:35][CH:36]=2)[CH:24]=[CH:25][C:26]([CH:29]2[O:30][C:53](=[O:54])[C:52]([OH:51])=[C:11]2[OH:22])=[CH:27][CH:28]=1, predict the reactants needed to synthesize it. The reactants are: C=C[C@@H]1[C@@H]2C[C@@H]([C@H:11]([OH:22])C3C4C(=CC=CC=4)N=CC=3)N(CC2)C1.[C:23]1([C:31]2[CH:36]=[CH:35][CH:34]=[CH:33][CH:32]=2)[CH:28]=[CH:27][C:26]([CH:29]=[O:30])=[CH:25][CH:24]=1.ClC1C=CC(C2C=CC(C=[O:51])=CC=2)=CC=1.[CH3:52][CH2:53][OH:54]. (5) Given the product [NH2:8][C:5]1[CH:6]=[CH:7][C:2]([Cl:1])=[CH:3][C:4]=1[O:16][CH2:17][CH2:18][CH2:19][OH:20], predict the reactants needed to synthesize it. The reactants are: [Cl:1][C:2]1[CH:7]=[CH:6][C:5]([NH:8]C(=O)OC(C)(C)C)=[C:4]([O:16][CH2:17][CH2:18][CH2:19][OH:20])[CH:3]=1.FC(F)(F)C(O)=O. (6) Given the product [CH2:11]([O:10][C:8]([CH:2]1[O:13][C:14]2[CH:19]=[CH:18][CH:17]=[N:16][C:15]=2[NH:20][C:3]1=[O:5])=[O:9])[CH3:12], predict the reactants needed to synthesize it. The reactants are: Cl[CH:2]([C:8]([O:10][CH2:11][CH3:12])=[O:9])[C:3]([O:5]CC)=O.[OH:13][C:14]1[C:15]([NH2:20])=[N:16][CH:17]=[CH:18][CH:19]=1.C(N(CC)CC)C.